Dataset: Forward reaction prediction with 1.9M reactions from USPTO patents (1976-2016). Task: Predict the product of the given reaction. Given the reactants [CH3:1][C:2]1([CH3:24])[O:6][C@H:5]([CH2:7][C:8]2([S:11][S:11][C:8]3([CH2:7][C@@H:5]4[CH2:4][O:3][C:2]([CH3:24])([CH3:1])[O:6]4)[CH2:10][CH2:9]3)[CH2:10][CH2:9]2)[CH2:4][O:3]1.C1(P(C2C=CC=CC=2)C2C=CC=CC=2)C=CC=CC=1, predict the reaction product. The product is: [CH3:1][C:2]1([CH3:24])[O:6][C@H:5]([CH2:7][C:8]2([SH:11])[CH2:9][CH2:10]2)[CH2:4][O:3]1.